Dataset: B-cell epitopes from IEDB database with 3,159 antigens for binding position prediction. Task: Token-level Classification. Given an antigen amino acid sequence, predict which amino acid positions are active epitope sites capable of antibody binding. Output is a list of indices for active positions. Given the antigen sequence: ELVMSQTPAILSVSPGERVSFSCRASQEHLHKHTWYQQRTNGSPRLLIKYVSESISGIPSRFSGSGSGTDFTLTINSVDSEDIGDYYCQQSHSWPFTFGSGTKLEIKPRADRAPT, which amino acid positions are active epitope sites? The epitope positions are: [84, 85, 86, 87, 88, 89, 90, 91, 92, 93, 94, 95, 96, 97, 98]. The amino acids at these positions are: DYYCQQSHSWPFTFG.